Task: Predict the product of the given reaction.. Dataset: Forward reaction prediction with 1.9M reactions from USPTO patents (1976-2016) (1) Given the reactants [C:1]([OH:7])(=O)[CH2:2][CH2:3][C:4]#[CH:5].C(Cl)(=O)C(Cl)=O.[NH:14]1[CH2:18][CH2:17][CH2:16][CH2:15]1.CCN(CC)CC, predict the reaction product. The product is: [C:1]([N:14]1[CH2:18][CH2:17][CH2:16][CH2:15]1)(=[O:7])[CH2:2][CH2:3][C:4]#[CH:5]. (2) Given the reactants Br[C:2]1[CH:33]=[CH:32][C:5]([CH2:6][N:7]([C:21]2[C:26]([Cl:27])=[CH:25][C:24]([C:28]([F:31])([F:30])[F:29])=[CH:23][N:22]=2)[S:8]([C:11]2[CH:20]=[CH:19][C:14]([C:15]([O:17]C)=[O:16])=[CH:13][CH:12]=2)(=[O:10])=[O:9])=[CH:4][CH:3]=1.[S:34]1[CH:38]=[CH:37][C:36](B(O)O)=[CH:35]1, predict the reaction product. The product is: [Cl:27][C:26]1[C:21]([N:7]([CH2:6][C:5]2[CH:32]=[CH:33][C:2]([C:35]3[S:34][CH:38]=[CH:37][CH:36]=3)=[CH:3][CH:4]=2)[S:8]([C:11]2[CH:20]=[CH:19][C:14]([C:15]([OH:17])=[O:16])=[CH:13][CH:12]=2)(=[O:10])=[O:9])=[N:22][CH:23]=[C:24]([C:28]([F:31])([F:30])[F:29])[CH:25]=1. (3) Given the reactants [CH3:1][O:2][C:3](=[O:23])[C@@H:4]([NH:15][C:16]([O:18][C:19]([CH3:22])([CH3:21])[CH3:20])=[O:17])[C@H:5]([C:7]1[CH:12]=[CH:11][C:10]([OH:13])=[CH:9][C:8]=1[F:14])[CH3:6].[CH:24]([C:27]1[N:31]=[C:30]([N:32]2[CH2:37][CH2:36][CH:35]([C@H:38]([CH3:42])[CH2:39][CH2:40]O)[CH2:34][CH2:33]2)[O:29][N:28]=1)([CH3:26])[CH3:25], predict the reaction product. The product is: [CH3:1][O:2][C:3](=[O:23])[C@@H:4]([NH:15][C:16]([O:18][C:19]([CH3:22])([CH3:21])[CH3:20])=[O:17])[C@H:5]([C:7]1[CH:12]=[CH:11][C:10]([O:13][CH2:40][CH2:39][C@H:38]([CH:35]2[CH2:36][CH2:37][N:32]([C:30]3[O:29][N:28]=[C:27]([CH:24]([CH3:25])[CH3:26])[N:31]=3)[CH2:33][CH2:34]2)[CH3:42])=[CH:9][C:8]=1[F:14])[CH3:6]. (4) The product is: [ClH:1].[ClH:1].[CH3:8][C:9]1[CH:10]=[CH:11][CH:12]=[C:13]([N:15]2[CH2:20][CH2:19][CH:18]([CH2:21][CH2:22][CH:23]3[CH2:28][CH2:27][NH:26][CH2:25][CH2:24]3)[CH2:17][CH2:16]2)[N:14]=1. Given the reactants [ClH:1].CCOC(C)=O.[CH3:8][C:9]1[N:14]=[C:13]([N:15]2[CH2:20][CH2:19][CH:18]([CH2:21][CH2:22][CH:23]3[CH2:28][CH2:27][N:26](C(OC(C)(C)C)=O)[CH2:25][CH2:24]3)[CH2:17][CH2:16]2)[CH:12]=[CH:11][CH:10]=1, predict the reaction product. (5) Given the reactants CC1(C)CCCC(C)(C)N1.[Li]CCCC.CC([O:19][B:20](OC(C)C)[O:21]C(C)C)C.[F:29][C:30]([F:40])([F:39])[C:31]1[CH:38]=[CH:37][CH:36]=[CH:35][C:32]=1[C:33]#[N:34], predict the reaction product. The product is: [C:33]([C:32]1[C:31]([C:30]([F:39])([F:40])[F:29])=[CH:38][CH:37]=[CH:36][C:35]=1[B:20]([OH:21])[OH:19])#[N:34]. (6) Given the reactants [NH2:1][C:2]1[CH:7]=[CH:6][C:5]([C:8]2[C:9]([CH2:37][N:38]([CH3:40])[CH3:39])=[C:10]3[N:15]([CH:16]=2)[N:14]([CH2:17][C:18]2[C:23]([F:24])=[CH:22][CH:21]=[CH:20][C:19]=2[F:25])[C:13](=[O:26])[N:12]([C:27]2[CH:32]=[CH:31][CH:30]=[C:29]([O:33][CH3:34])[C:28]=2[F:35])[C:11]3=[O:36])=[CH:4][CH:3]=1.Cl[C:42](OC1C=CC([N+]([O-])=O)=CC=1)=[O:43].N1C=CC=CC=1.Cl.[O:61]([NH2:63])[CH3:62], predict the reaction product. The product is: [F:24][C:23]1[CH:22]=[CH:21][CH:20]=[C:19]([F:25])[C:18]=1[CH2:17][N:14]1[C:13](=[O:26])[N:12]([C:27]2[CH:32]=[CH:31][CH:30]=[C:29]([O:33][CH3:34])[C:28]=2[F:35])[C:11](=[O:36])[C:10]2=[C:9]([CH2:37][N:38]([CH3:39])[CH3:40])[C:8]([C:5]3[CH:6]=[CH:7][C:2]([NH:1][C:42]([NH:63][O:61][CH3:62])=[O:43])=[CH:3][CH:4]=3)=[CH:16][N:15]12. (7) Given the reactants C([O:5][C:6](=[O:43])/[CH:7]=[CH:8]/[C:9]1[C:14](=[O:15])[N:13]2[CH:16]=[CH:17][C:18]([C:20]([NH:22][C:23]3[S:24][CH:25]=[C:26]([C:28]([CH3:31])([CH3:30])[CH3:29])[N:27]=3)=[O:21])=[CH:19][C:12]2=[N:11][C:10]=1[N:32]1[CH2:37][CH2:36][CH2:35][C@@H:34]([O:38][S:39]([OH:42])(=[O:41])=[O:40])[CH2:33]1)(C)(C)C.FC(F)(F)C(O)=O, predict the reaction product. The product is: [C:28]([C:26]1[N:27]=[C:23]([NH:22][C:20]([C:18]2[CH:17]=[CH:16][N:13]3[C:14](=[O:15])[C:9](/[CH:8]=[CH:7]/[C:6]([OH:43])=[O:5])=[C:10]([N:32]4[CH2:37][CH2:36][CH2:35][C@@H:34]([O:38][S:39]([OH:42])(=[O:41])=[O:40])[CH2:33]4)[N:11]=[C:12]3[CH:19]=2)=[O:21])[S:24][CH:25]=1)([CH3:31])([CH3:29])[CH3:30]. (8) Given the reactants [CH3:1][C:2]1[CH:11]=[CH:10][C:9]([N:12]2[CH2:17][CH2:16][N:15]([CH3:18])[CH2:14][CH2:13]2)=[C:8]2[C:3]=1[CH2:4][CH2:5][C@@H:6]([NH:19][C:20](=[O:33])[C:21]1[CH:26]=[CH:25][C:24]([N:27]3[CH2:32][CH2:31][O:30][CH2:29][CH2:28]3)=[CH:23][CH:22]=1)[CH2:7]2.[C:34]1([S:40]([OH:43])(=[O:42])=[O:41])[CH:39]=[CH:38][CH:37]=[CH:36][CH:35]=1.C(OCC)C.O, predict the reaction product. The product is: [C:34]1([S:40]([OH:43])(=[O:42])=[O:41])[CH:39]=[CH:38][CH:37]=[CH:36][CH:35]=1.[CH3:1][C:2]1[CH:11]=[CH:10][C:9]([N:12]2[CH2:17][CH2:16][N:15]([CH3:18])[CH2:14][CH2:13]2)=[C:8]2[C:3]=1[CH2:4][CH2:5][C@@H:6]([NH:19][C:20](=[O:33])[C:21]1[CH:26]=[CH:25][C:24]([N:27]3[CH2:32][CH2:31][O:30][CH2:29][CH2:28]3)=[CH:23][CH:22]=1)[CH2:7]2.